From a dataset of Catalyst prediction with 721,799 reactions and 888 catalyst types from USPTO. Predict which catalyst facilitates the given reaction. (1) Reactant: Br[CH2:2][C:3]1[C:8]([N+:9]([O-:11])=[O:10])=[CH:7][CH:6]=[CH:5][N:4]=1.[F:12][C:13]1[CH:19]=[CH:18][C:16]([NH2:17])=[CH:15][CH:14]=1. Product: [F:12][C:13]1[CH:19]=[CH:18][C:16]([NH:17][CH2:2][C:3]2[C:8]([N+:9]([O-:11])=[O:10])=[CH:7][CH:6]=[CH:5][N:4]=2)=[CH:15][CH:14]=1. The catalyst class is: 8. (2) Reactant: [Br:1][C:2]1[C:10]2[C:5](=[CH:6][CH:7]=[C:8]([CH:11]=O)[CH:9]=2)[NH:4][N:3]=1.[NH2:13][C:14]([CH3:18])=[CH:15][C:16]#[N:17].[C:26]([O:28][CH2:29][C:30](=O)[CH2:25][C:26]([O:28][CH2:29][CH3:30])=[O:27])(=[O:27])[CH3:25].Cl. Product: [Br:1][C:2]1[C:10]2[C:5](=[CH:6][CH:7]=[C:8]([CH:11]3[C:15]([C:16]#[N:17])=[C:14]([CH3:18])[NH:13][C:30]4[CH2:29][O:28][C:26](=[O:27])[C:25]3=4)[CH:9]=2)[NH:4][N:3]=1. The catalyst class is: 259. (3) Product: [O:29]=[C:28]1[NH:26][N:27]=[C:1]([C:3]2[CH:4]=[C:5]3[C:10](=[C:11]([NH:13][C@H:14]4[CH2:18][CH2:17][N:16]([C:19]([O:21][C:22]([CH3:25])([CH3:24])[CH3:23])=[O:20])[CH2:15]4)[N:12]=2)[N:9]=[CH:8][CH:7]=[CH:6]3)[NH:2]1. The catalyst class is: 296. Reactant: [C:1]([C:3]1[CH:4]=[C:5]2[C:10](=[C:11]([NH:13][C@H:14]3[CH2:18][CH2:17][N:16]([C:19]([O:21][C:22]([CH3:25])([CH3:24])[CH3:23])=[O:20])[CH2:15]3)[N:12]=1)[N:9]=[CH:8][CH:7]=[CH:6]2)#[N:2].[NH:26]([C:28](OCC)=[O:29])[NH2:27]. (4) Reactant: [F:1][C:2]([F:10])([F:9])[CH:3]([OH:8])[C:4]([F:7])([F:6])[F:5].N1C=CC=CC=1.[Cl-].[C:18]([O:25][CH2:26][CH:27]([CH2:32][CH3:33])[CH2:28][CH2:29][CH2:30][CH3:31])(=[O:24])/[CH:19]=[CH:20]\[C:21]([O-])=[O:22].C(OCC)(=O)C. Product: [C:18]([O:25][CH2:26][CH:27]([CH2:32][CH3:33])[CH2:28][CH2:29][CH2:30][CH3:31])(=[O:24])/[CH:19]=[CH:20]\[C:21]([O:8][CH:3]([C:4]([F:7])([F:6])[F:5])[C:2]([F:10])([F:9])[F:1])=[O:22]. The catalyst class is: 10. (5) Reactant: [OH:1][C:2]1[CH:7]=[CH:6][C:5]([C:8]2([CH2:12][C:13]([O:15][CH2:16][CH3:17])=[O:14])[CH2:11][O:10][CH2:9]2)=[CH:4][CH:3]=1.Br[CH2:19][C:20]1[CH:21]=[C:22]([C:26]2[CH:31]=[CH:30][C:29]([O:32][CH2:33][CH2:34][CH2:35][S:36]([CH3:39])(=[O:38])=[O:37])=[CH:28][C:27]=2[CH3:40])[CH:23]=[CH:24][CH:25]=1.C(=O)([O-])[O-].[Cs+].[Cs+]. Product: [CH3:40][C:27]1[CH:28]=[C:29]([O:32][CH2:33][CH2:34][CH2:35][S:36]([CH3:39])(=[O:37])=[O:38])[CH:30]=[CH:31][C:26]=1[C:22]1[CH:23]=[CH:24][CH:25]=[C:20]([CH2:19][O:1][C:2]2[CH:7]=[CH:6][C:5]([C:8]3([CH2:12][C:13]([O:15][CH2:16][CH3:17])=[O:14])[CH2:9][O:10][CH2:11]3)=[CH:4][CH:3]=2)[CH:21]=1. The catalyst class is: 3. (6) Reactant: [CH:1]1([C:4]2[C:9]([C:10]([O:12]CC)=[O:11])=[CH:8][N:7]=[C:6]([O:15][CH3:16])[N:5]=2)[CH2:3][CH2:2]1.[OH-].[Na+]. Product: [CH:1]1([C:4]2[C:9]([C:10]([OH:12])=[O:11])=[CH:8][N:7]=[C:6]([O:15][CH3:16])[N:5]=2)[CH2:2][CH2:3]1. The catalyst class is: 5. (7) Reactant: [Br:1][C:2]1[N:7]=[C:6]2[C:8]([C:11]([OH:13])=O)=[CH:9][NH:10][C:5]2=[N:4][CH:3]=1.[CH3:14][CH:15]([NH2:17])[CH3:16].CN(C(ON1N=NC2C=CC=NC1=2)=[N+](C)C)C.F[P-](F)(F)(F)(F)F. Product: [Br:1][C:2]1[N:7]=[C:6]2[C:8]([C:11]([NH:17][CH:15]([CH3:16])[CH3:14])=[O:13])=[CH:9][NH:10][C:5]2=[N:4][CH:3]=1. The catalyst class is: 1. (8) Reactant: [O:1]1[CH:5]=[CH:4][CH:3]=[C:2]1[C:6]([OH:8])=O.[NH2:9][C:10]1[CH:15]=[CH:14][C:13]([C:16]2[S:17][C:18]3[CH:24]=[C:23]([CH3:25])[CH:22]=[CH:21][C:19]=3[N:20]=2)=[CH:12][CH:11]=1.CN1CCOCC1.O.ON1C2C=CC=CC=2N=N1. Product: [O:1]1[CH:5]=[CH:4][CH:3]=[C:2]1[C:6]([NH:9][C:10]1[CH:11]=[CH:12][C:13]([C:16]2[S:17][C:18]3[CH:24]=[C:23]([CH3:25])[CH:22]=[CH:21][C:19]=3[N:20]=2)=[CH:14][CH:15]=1)=[O:8]. The catalyst class is: 2. (9) The catalyst class is: 75. Reactant: Br[C:2]1[CH:7]=[CH:6][C:5]([C:8](=[O:18])[CH2:9][NH:10][C:11](=[O:17])[O:12][C:13]([CH3:16])([CH3:15])[CH3:14])=[CH:4][CH:3]=1.[B:19]1([B:19]2[O:23][C:22]([CH3:25])([CH3:24])[C:21]([CH3:27])([CH3:26])[O:20]2)[O:23][C:22]([CH3:25])([CH3:24])[C:21]([CH3:27])([CH3:26])[O:20]1.C([O-])(=O)C.[K+]. Product: [O:18]=[C:8]([C:5]1[CH:6]=[CH:7][C:2]([B:19]2[O:23][C:22]([CH3:25])([CH3:24])[C:21]([CH3:27])([CH3:26])[O:20]2)=[CH:3][CH:4]=1)[CH2:9][NH:10][C:11](=[O:17])[O:12][C:13]([CH3:16])([CH3:15])[CH3:14]. (10) Reactant: [Cl:1][C:2]1[C:3]([N+:11]([O-:13])=[O:12])=[C:4]([CH:8]=[CH:9][CH:10]=1)[C:5](O)=O.[C:14](Cl)([C:16](Cl)=O)=O.CC[N:22]([CH2:25][CH3:26])CC.[C:27](O[Na])([CH3:29])=O.[CH3:32][N:33](C=O)C. Product: [Cl:1][C:2]1[C:3]([N+:11]([O-:13])=[O:12])=[C:4]([C:5]2[NH:22][C:25]3[CH:26]=[CH:27][CH:29]=[C:14]([CH3:16])[C:32]=3[N:33]=2)[CH:8]=[CH:9][CH:10]=1. The catalyst class is: 585.